The task is: Regression. Given two drug SMILES strings and cell line genomic features, predict the synergy score measuring deviation from expected non-interaction effect.. This data is from Merck oncology drug combination screen with 23,052 pairs across 39 cell lines. (1) Cell line: NCIH1650. Drug 2: CCC1(O)CC2CN(CCc3c([nH]c4ccccc34)C(C(=O)OC)(c3cc4c(cc3OC)N(C)C3C(O)(C(=O)OC)C(OC(C)=O)C5(CC)C=CCN6CCC43C65)C2)C1. Synergy scores: synergy=-16.7. Drug 1: CN1C(=O)C=CC2(C)C3CCC4(C)C(NC(=O)OCC(F)(F)F)CCC4C3CCC12. (2) Drug 1: Cc1nc(Nc2ncc(C(=O)Nc3c(C)cccc3Cl)s2)cc(N2CCN(CCO)CC2)n1. Drug 2: Cn1cc(-c2cnn3c(N)c(Br)c(C4CCCNC4)nc23)cn1. Cell line: SW620. Synergy scores: synergy=45.0.